Dataset: NCI-60 drug combinations with 297,098 pairs across 59 cell lines. Task: Regression. Given two drug SMILES strings and cell line genomic features, predict the synergy score measuring deviation from expected non-interaction effect. (1) Drug 1: C1=NC(=NC(=O)N1C2C(C(C(O2)CO)O)O)N. Drug 2: CC1C(C(CC(O1)OC2CC(CC3=C2C(=C4C(=C3O)C(=O)C5=CC=CC=C5C4=O)O)(C(=O)C)O)N)O. Cell line: SK-OV-3. Synergy scores: CSS=39.9, Synergy_ZIP=3.59, Synergy_Bliss=5.54, Synergy_Loewe=-8.82, Synergy_HSA=5.36. (2) Cell line: OVCAR3. Synergy scores: CSS=35.0, Synergy_ZIP=-2.43, Synergy_Bliss=3.14, Synergy_Loewe=-4.66, Synergy_HSA=4.37. Drug 1: COC1=C(C=C2C(=C1)N=CN=C2NC3=CC(=C(C=C3)F)Cl)OCCCN4CCOCC4. Drug 2: C1CN1P(=S)(N2CC2)N3CC3. (3) Drug 1: C1CN1P(=S)(N2CC2)N3CC3. Drug 2: C1C(C(OC1N2C=NC3=C2NC=NCC3O)CO)O. Cell line: KM12. Synergy scores: CSS=13.1, Synergy_ZIP=1.34, Synergy_Bliss=5.24, Synergy_Loewe=4.22, Synergy_HSA=4.13. (4) Drug 1: C1CCC(C1)C(CC#N)N2C=C(C=N2)C3=C4C=CNC4=NC=N3. Drug 2: C1=C(C(=O)NC(=O)N1)F. Cell line: PC-3. Synergy scores: CSS=37.3, Synergy_ZIP=4.32, Synergy_Bliss=3.15, Synergy_Loewe=-1.42, Synergy_HSA=1.89. (5) Drug 1: CCC1(CC2CC(C3=C(CCN(C2)C1)C4=CC=CC=C4N3)(C5=C(C=C6C(=C5)C78CCN9C7C(C=CC9)(C(C(C8N6C=O)(C(=O)OC)O)OC(=O)C)CC)OC)C(=O)OC)O.OS(=O)(=O)O. Drug 2: CC1=C(C(=CC=C1)Cl)NC(=O)C2=CN=C(S2)NC3=CC(=NC(=N3)C)N4CCN(CC4)CCO. Cell line: SR. Synergy scores: CSS=46.6, Synergy_ZIP=2.94, Synergy_Bliss=2.05, Synergy_Loewe=-19.4, Synergy_HSA=0.607. (6) Drug 1: CS(=O)(=O)CCNCC1=CC=C(O1)C2=CC3=C(C=C2)N=CN=C3NC4=CC(=C(C=C4)OCC5=CC(=CC=C5)F)Cl. Drug 2: C1=NNC2=C1C(=O)NC=N2. Cell line: RXF 393. Synergy scores: CSS=-2.61, Synergy_ZIP=-0.499, Synergy_Bliss=-2.31, Synergy_Loewe=-0.741, Synergy_HSA=-2.92. (7) Drug 1: C1=C(C(=O)NC(=O)N1)N(CCCl)CCCl. Drug 2: C1=C(C(=O)NC(=O)N1)F. Cell line: HL-60(TB). Synergy scores: CSS=91.6, Synergy_ZIP=0.731, Synergy_Bliss=-2.99, Synergy_Loewe=1.74, Synergy_HSA=4.34. (8) Cell line: OVCAR-8. Drug 2: CC12CCC3C(C1CCC2O)C(CC4=C3C=CC(=C4)O)CCCCCCCCCS(=O)CCCC(C(F)(F)F)(F)F. Synergy scores: CSS=17.0, Synergy_ZIP=-4.61, Synergy_Bliss=0.329, Synergy_Loewe=-3.26, Synergy_HSA=-2.03. Drug 1: C1=CC(=CC=C1CC(C(=O)O)N)N(CCCl)CCCl.Cl. (9) Drug 1: C1=NC2=C(N1)C(=S)N=C(N2)N. Cell line: HOP-92. Drug 2: CC(C)(C#N)C1=CC(=CC(=C1)CN2C=NC=N2)C(C)(C)C#N. Synergy scores: CSS=3.95, Synergy_ZIP=-8.64, Synergy_Bliss=-7.22, Synergy_Loewe=-5.78, Synergy_HSA=-6.25. (10) Drug 1: CC12CCC3C(C1CCC2=O)CC(=C)C4=CC(=O)C=CC34C. Drug 2: CC(C)NC(=O)C1=CC=C(C=C1)CNNC.Cl. Cell line: UACC62. Synergy scores: CSS=38.8, Synergy_ZIP=3.40, Synergy_Bliss=5.02, Synergy_Loewe=4.09, Synergy_HSA=3.94.